From a dataset of Forward reaction prediction with 1.9M reactions from USPTO patents (1976-2016). Predict the product of the given reaction. Given the reactants [CH2:1]([O:4][CH2:5][CH:6]([OH:9])[CH2:7][NH2:8])[CH:2]=[CH2:3].C(N(CC)CC)C.[C:17](Cl)(=[O:21])[C:18]([CH3:20])=[CH2:19], predict the reaction product. The product is: [CH2:1]([O:4][CH2:5][CH:6]([OH:9])[CH2:7][NH:8][C:17](=[O:21])[C:18]([CH3:20])=[CH2:19])[CH:2]=[CH2:3].